Dataset: Full USPTO retrosynthesis dataset with 1.9M reactions from patents (1976-2016). Task: Predict the reactants needed to synthesize the given product. (1) The reactants are: [CH:1]1([CH2:6][CH:7]([N:11]2[C:19]3[C:14](=[CH:15][C:16]([O:20][CH3:21])=[CH:17][CH:18]=3)[C:13](=[O:22])[C:12]2=[O:23])[C:8]([OH:10])=O)[CH2:5][CH2:4][CH2:3][CH2:2]1.[S:24]1[CH:28]=[CH:27][N:26]=[C:25]1[NH2:29].C(N(CC)C(C)C)(C)C.F[P-](F)(F)(F)(F)F.N1(O[P+](N(C)C)(N(C)C)N(C)C)C2C=CC=CC=2N=N1. Given the product [CH:1]1([CH2:6][CH:7]([N:11]2[C:19]3[C:14](=[CH:15][C:16]([O:20][CH3:21])=[CH:17][CH:18]=3)[C:13](=[O:22])[C:12]2=[O:23])[C:8]([NH:29][C:25]2[S:24][CH:28]=[CH:27][N:26]=2)=[O:10])[CH2:5][CH2:4][CH2:3][CH2:2]1, predict the reactants needed to synthesize it. (2) Given the product [Cl:1][C:2]1[C:7]([Cl:8])=[CH:6][CH:5]=[CH:4][C:3]=1[S:9]([NH:12][C:22]1[N:23]=[CH:24][C:25]([O:33][CH2:32][C:31]([O:35][CH3:36])=[O:34])=[N:26][C:27]=1[O:28][CH3:29])(=[O:10])=[O:11], predict the reactants needed to synthesize it. The reactants are: [Cl:1][C:2]1[C:7]([Cl:8])=[CH:6][CH:5]=[CH:4][C:3]=1[S:9]([N:12]([C:22]1[C:27]([O:28][CH3:29])=[N:26][C:25](Cl)=[CH:24][N:23]=1)COCCO[Si](C)(C)C)(=[O:11])=[O:10].[C:31]([O:35][CH3:36])(=[O:34])[CH2:32][OH:33].[H-].[Na+]. (3) The reactants are: [CH3:1][N:2]([CH3:6])[CH2:3][C:4]#[CH:5].Br[C:8]1[CH:9]=[C:10]2[C:14](=[C:15]([Cl:17])[CH:16]=1)[C:13](=[O:18])[N:12]([CH2:19][C:20]1[CH:25]=[CH:24][C:23]([O:26][C:27]([F:30])([F:29])[F:28])=[CH:22][CH:21]=1)[CH2:11]2.C(Cl)(Cl)Cl.CO. Given the product [Cl:17][C:15]1[CH:16]=[C:8]([C:5]#[C:4][CH2:3][N:2]([CH3:6])[CH3:1])[CH:9]=[C:10]2[C:14]=1[C:13](=[O:18])[N:12]([CH2:19][C:20]1[CH:25]=[CH:24][C:23]([O:26][C:27]([F:30])([F:29])[F:28])=[CH:22][CH:21]=1)[CH2:11]2, predict the reactants needed to synthesize it. (4) Given the product [C:1]([C:5]1[CH:6]=[C:7]2[C:12](=[C:13]([F:15])[CH:14]=1)[C:11](=[O:16])[N:10]([C:17]1[CH:22]=[CH:21][CH:20]=[C:19]([C:23]3[CH:24]=[C:25]([NH:31][C:32]4[CH:33]=[CH:34][C:35]([CH:38]5[CH2:43][CH2:42][NH:41][CH2:40][CH2:39]5)=[CH:36][N:37]=4)[C:26](=[O:30])[N:27]([CH3:29])[N:28]=3)[C:18]=1[CH2:51][OH:52])[N:9]=[CH:8]2)([CH3:4])([CH3:2])[CH3:3], predict the reactants needed to synthesize it. The reactants are: [C:1]([C:5]1[CH:6]=[C:7]2[C:12](=[C:13]([F:15])[CH:14]=1)[C:11](=[O:16])[N:10]([C:17]1[C:18]([CH2:51][OH:52])=[C:19]([C:23]3[CH:24]=[C:25]([NH:31][C:32]4[N:37]=[CH:36][C:35]([CH:38]5[CH2:43][CH2:42][N:41](C(OC(C)(C)C)=O)[CH2:40][CH2:39]5)=[CH:34][CH:33]=4)[C:26](=[O:30])[N:27]([CH3:29])[N:28]=3)[CH:20]=[CH:21][CH:22]=1)[N:9]=[CH:8]2)([CH3:4])([CH3:3])[CH3:2]. (5) Given the product [C:1]([O:5][C:6]([N:8]1[CH2:9][CH2:10][CH:11]([C:14]2[S:15][C:16]([CH3:22])=[C:17]([CH:19]([O:21][C:30]3[CH:31]=[CH:32][C:27]([S:24]([CH3:23])(=[O:26])=[O:25])=[CH:28][CH:29]=3)[CH3:20])[N:18]=2)[CH2:12][CH2:13]1)=[O:7])([CH3:3])([CH3:4])[CH3:2], predict the reactants needed to synthesize it. The reactants are: [C:1]([O:5][C:6]([N:8]1[CH2:13][CH2:12][CH:11]([C:14]2[S:15][C:16]([CH3:22])=[C:17]([CH:19]([OH:21])[CH3:20])[N:18]=2)[CH2:10][CH2:9]1)=[O:7])([CH3:4])([CH3:3])[CH3:2].[CH3:23][S:24]([C:27]1[CH:32]=[CH:31][C:30](O)=[CH:29][CH:28]=1)(=[O:26])=[O:25].C1C=CC(P(C2C=CC=CC=2)C2C=CC=CC=2)=CC=1.CCOC(/N=N/C(OCC)=O)=O.